This data is from Forward reaction prediction with 1.9M reactions from USPTO patents (1976-2016). The task is: Predict the product of the given reaction. (1) Given the reactants [CH:1]([CH:3]1[CH2:12][CH2:11][CH2:10][C:9]2[CH:8]=[C:7]([C:13]#[N:14])[CH:6]=[CH:5][C:4]1=2)=O.[N:15]1([CH2:21][CH2:22][C:23]2[CH:32]=[CH:31][C:26]3[C:27](=[O:30])[O:28][CH2:29][C:25]=3[CH:24]=2)[CH2:20][CH2:19][NH:18][CH2:17][CH2:16]1.C(O[BH-](OC(=O)C)OC(=O)C)(=O)C.[Na+], predict the reaction product. The product is: [O:30]=[C:27]1[C:26]2[CH:31]=[CH:32][C:23]([CH2:22][CH2:21][N:15]3[CH2:20][CH2:19][N:18]([CH2:1][CH:3]4[CH2:12][CH2:11][CH2:10][C:9]5[CH:8]=[C:7]([C:13]#[N:14])[CH:6]=[CH:5][C:4]4=5)[CH2:17][CH2:16]3)=[CH:24][C:25]=2[CH2:29][O:28]1. (2) Given the reactants [C:1]([N:4]1[CH2:9][CH2:8][CH:7]([NH:10][C:11](=[O:20])[C:12]2[CH:17]=[C:16]([F:18])[CH:15]=[N:14][C:13]=2Cl)[CH2:6][CH2:5]1)(=[O:3])[CH3:2].[CH3:21][S:22][C:23]1[C:28]([CH3:29])=[CH:27][C:26]([OH:30])=[CH:25][C:24]=1[CH3:31].C(=O)([O-])[O-].[Cs+].[Cs+], predict the reaction product. The product is: [C:1]([N:4]1[CH2:9][CH2:8][CH:7]([NH:10][C:11](=[O:20])[C:12]2[CH:17]=[C:16]([F:18])[CH:15]=[N:14][C:13]=2[O:30][C:26]2[CH:27]=[C:28]([CH3:29])[C:23]([S:22][CH3:21])=[C:24]([CH3:31])[CH:25]=2)[CH2:6][CH2:5]1)(=[O:3])[CH3:2].